This data is from Full USPTO retrosynthesis dataset with 1.9M reactions from patents (1976-2016). The task is: Predict the reactants needed to synthesize the given product. (1) The reactants are: [F:1][C:2]1([F:59])[C:14]2[CH:13]=[C:12]([C:15]3[NH:19][C:18]([C@@H:20]4[CH2:24][CH2:23][CH2:22][N:21]4C(OC(C)(C)C)=O)=[N:17][CH:16]=3)[CH:11]=[CH:10][C:9]=2[C:8]2[C:3]1=[CH:4][C:5]([C:32]1[CH:33]=[CH:34][C:35]3[N:39]=[C:38]([C@@H:40]4[C@@H:45]5[CH2:46][C@@H:42]([CH2:43][CH2:44]5)[N:41]4[C:47](=[O:57])[C@@H](NC(OC)=O)C(C)C)[NH:37][C:36]=3[CH:58]=1)=[CH:6][CH:7]=2.Cl.O1C[CH2:65][O:64][CH2:63]C1.[CH3:67][O:68][C:69]([NH:71][C@H:72]([C:76]1[CH:81]=[CH:80][CH:79]=[CH:78][CH:77]=1)[C:73]([OH:75])=O)=[O:70].CCOC([C:87](C#N)=[N:88]OC(N1CCOCC1)=[N+](C)C)=O.F[P-](F)(F)(F)(F)F.C(N([CH:115]([CH3:117])[CH3:116])CC)(C)C.C[OH:119]. Given the product [CH3:65][O:64][C:63]([NH:88][C@@H:87]([CH:115]([CH3:116])[CH3:117])[C:47]([N:41]1[C@H:40]([C:38]2[NH:37][C:36]3[CH:58]=[C:32]([C:5]4[CH:4]=[C:3]5[C:8]([C:9]6[CH:10]=[CH:11][C:12]([C:15]7[NH:19][C:18]([C@@H:20]8[CH2:24][CH2:23][CH2:22][N:21]8[C:73](=[O:75])[C@H:72]([NH:71][C:69](=[O:70])[O:68][CH3:67])[C:76]8[CH:81]=[CH:80][CH:79]=[CH:78][CH:77]=8)=[N:17][CH:16]=7)=[CH:13][C:14]=6[C:2]5([F:59])[F:1])=[CH:7][CH:6]=4)[CH:33]=[CH:34][C:35]=3[N:39]=2)[C@@H:45]2[CH2:46][C@H:42]1[CH2:43][CH2:44]2)=[O:57])=[O:119], predict the reactants needed to synthesize it. (2) Given the product [CH3:1][O:2][C:3]([NH:5][C@@H:6]([CH:7]([CH3:9])[CH3:8])[C:10]([N:12]1[CH2:16][C@@H:15]([CH2:17][O:74][CH3:73])[CH2:14][C@H:13]1[C:18]1[NH:22][C:21]2[C:23]3[C:28]([CH:29]=[CH:30][C:20]=2[N:19]=1)=[CH:27][C:26]1[C:31]2[C:36]([CH2:37][O:38][C:25]=1[CH:24]=3)=[CH:35][C:34]([C:39]1[NH:43][C:42]([C@@H:44]3[CH2:48][CH2:47][CH2:46][N:45]3[C:63](=[O:65])[C@H:62]([NH:61][C:59](=[O:60])[O:58][CH3:57])[C:66]3[CH:71]=[CH:70][CH:69]=[CH:68][CH:67]=3)=[N:41][CH:40]=1)=[CH:33][CH:32]=2)=[O:11])=[O:4], predict the reactants needed to synthesize it. The reactants are: [CH3:1][O:2][C:3]([NH:5][C@H:6]([C:10]([N:12]1[CH2:16][C@@H:15]([CH3:17])[CH2:14][C@H:13]1[C:18]1[NH:22][C:21]2[C:23]3[C:28]([CH:29]=[CH:30][C:20]=2[N:19]=1)=[CH:27][C:26]1[C:31]2[C:36]([CH2:37][O:38][C:25]=1[CH:24]=3)=[CH:35][C:34]([C:39]1[NH:43][C:42]([C@@H:44]3[CH2:48][CH2:47][CH2:46][N:45]3C(OC(C)(C)C)=O)=[N:41][CH:40]=1)=[CH:33][CH:32]=2)=[O:11])[CH:7]([CH3:9])[CH3:8])=[O:4].Cl.[CH3:57][O:58][C:59]([NH:61][C@H:62]([C:66]1[CH:71]=[CH:70][CH:69]=[CH:68][CH:67]=1)[C:63]([OH:65])=O)=[O:60].C[CH2:73][O:74]C(C(C#N)=NOC(N1CCOCC1)=[N+](C)C)=O.F[P-](F)(F)(F)(F)F.C(N(C(C)C)CC)(C)C.